Dataset: Forward reaction prediction with 1.9M reactions from USPTO patents (1976-2016). Task: Predict the product of the given reaction. (1) The product is: [C:12]([C:7]1[O:8][C:9]2[C:4]([C:5](=[O:18])[CH:6]=1)=[CH:3][C:2]([Br:1])=[CH:11][CH:10]=2)(=[O:13])[CH3:19]. Given the reactants [Br:1][C:2]1[CH:3]=[C:4]2[C:9](=[CH:10][CH:11]=1)[O:8][C:7]([C:12](N(OC)C)=[O:13])=[CH:6][C:5]2=[O:18].[CH3:19][Mg]Br, predict the reaction product. (2) The product is: [CH2:1]([N:8]1[C:12]2[CH:13]=[CH:14][C:15]([NH:17][C:18]3[CH:30]=[CH:29][C:28]([Cl:31])=[CH:27][C:19]=3[C:20]([OH:22])=[O:21])=[CH:16][C:11]=2[S:10][C:9]1=[O:32])[C:2]1[CH:7]=[CH:6][CH:5]=[CH:4][CH:3]=1. Given the reactants [CH2:1]([N:8]1[C:12]2[CH:13]=[CH:14][C:15]([NH:17][C:18]3[CH:30]=[CH:29][C:28]([Cl:31])=[CH:27][C:19]=3[C:20]([O:22]C(C)(C)C)=[O:21])=[CH:16][C:11]=2[S:10][C:9]1=[O:32])[C:2]1[CH:7]=[CH:6][CH:5]=[CH:4][CH:3]=1.FC(F)(F)C(O)=O, predict the reaction product. (3) The product is: [CH3:16][C:17]1([CH3:19])[O:25][C@@H:22]([CH2:23][O:1][C:2]2[CH:9]=[CH:8][C:5]([CH:6]=[O:7])=[CH:4][CH:3]=2)[CH2:21][O:18]1. Given the reactants [OH:1][C:2]1[CH:9]=[CH:8][C:5]([CH:6]=[O:7])=[CH:4][CH:3]=1.C(=O)([O-])[O-].[K+].[K+].[CH2-:16][C:17]([CH3:19])=[O:18].Cl[CH2:21][C@H:22]([OH:25])[CH2:23]O.O, predict the reaction product.